Task: Predict the reactants needed to synthesize the given product.. Dataset: Full USPTO retrosynthesis dataset with 1.9M reactions from patents (1976-2016) (1) Given the product [Na:1].[F:11][CH:3]([F:2])[S:7]([O:10][C:18]12[CH2:22][CH:14]3[CH2:15][CH:16]([CH2:21][CH:20]([C:13]3=[O:12])[CH2:19]1)[CH2:17]2)(=[O:8])=[O:9], predict the reactants needed to synthesize it. The reactants are: [Na:1].[F:2][C:3]([F:11])([S:7]([OH:10])(=[O:9])=[O:8])C(O)=O.[O:12]=[C:13]1[CH:20]2[CH2:21][C:16]3(O)[CH2:17][CH:18]([CH2:22][CH:14]1[CH2:15]3)[CH2:19]2.C(C1C=CC=CC=1)C.S(=O)(=O)(O)O. (2) Given the product [F:27][C:21]1[CH:22]=[C:23]([F:26])[CH:24]=[CH:25][C:20]=1[C:17]1[CH:18]=[CH:19][C:14]2[S:11](=[O:13])(=[O:12])[N:10]([CH2:9][C:7]3[CH:6]=[CH:5][N:4]=[C:3]([O:2][CH3:1])[CH:8]=3)[C:28](=[NH:29])[C:15]=2[CH:16]=1, predict the reactants needed to synthesize it. The reactants are: [CH3:1][O:2][C:3]1[CH:8]=[C:7]([CH2:9][NH:10][S:11]([C:14]2[CH:19]=[CH:18][C:17]([C:20]3[CH:25]=[CH:24][C:23]([F:26])=[CH:22][C:21]=3[F:27])=[CH:16][C:15]=2[C:28]#[N:29])(=[O:13])=[O:12])[CH:6]=[CH:5][N:4]=1.C(=O)([O-])[O-].[Na+].[Na+]. (3) Given the product [C:24]1([N:30]=[C:31]([O:7][C@H:6]2[O:8][C@H:9]([CH3:23])[C@@H:10]([N:20]=[N+:21]=[N-:22])[C@H:11]([O:12][CH2:13][C:14]3[CH:19]=[CH:18][CH:17]=[CH:16][CH:15]=3)[C@@H:5]2[O:4][C:1](=[O:3])[CH3:2])[C:32]([F:33])([F:34])[F:35])[CH:25]=[CH:26][CH:27]=[CH:28][CH:29]=1, predict the reactants needed to synthesize it. The reactants are: [C:1]([O:4][C@H:5]1[C@@H:11]([O:12][CH2:13][C:14]2[CH:19]=[CH:18][CH:17]=[CH:16][CH:15]=2)[C@H:10]([N:20]=[N+:21]=[N-:22])[C@@H:9]([CH3:23])[O:8][C@@H:6]1[OH:7])(=[O:3])[CH3:2].[C:24]1([N:30]=[C:31](Cl)[C:32]([F:35])([F:34])[F:33])[CH:29]=[CH:28][CH:27]=[CH:26][CH:25]=1.C([O-])([O-])=O.[Cs+].[Cs+]. (4) Given the product [C:4]([O:6][C:23]12[CH2:22][CH:26]([CH2:25][CH2:24]1)[CH2:27][CH2:28]2)(=[O:5])[C:3]([CH3:9])=[CH2:8].[C:4]([O:6][CH3:7])(=[O:5])[C:3]([CH3:9])=[CH2:8], predict the reactants needed to synthesize it. The reactants are: N([C:3]([CH3:9])([CH3:8])[C:4]([O:6][CH3:7])=[O:5])=N[C:3]([CH3:9])([CH3:8])[C:4]([O:6][CH3:7])=[O:5].C(S)CCCC[CH2:22][CH2:23][CH2:24][CH2:25][CH2:26][CH2:27][CH3:28]. (5) Given the product [CH3:16][C@@H:10]1[C:9](=[O:15])[N:8]2[C@H:12]([CH2:13][O:14][C@@H:7]2[C:1]2[CH:2]=[CH:3][CH:4]=[CH:5][CH:6]=2)[CH2:11]1, predict the reactants needed to synthesize it. The reactants are: [C:1]1([C@H:7]2[O:14][CH2:13][C@H:12]3[N:8]2[C:9](=[O:15])[CH2:10][CH2:11]3)[CH:6]=[CH:5][CH:4]=[CH:3][CH:2]=1.[CH3:16]I.[Cl-].[NH4+].